From a dataset of Ames mutagenicity test results for genotoxicity prediction. Regression/Classification. Given a drug SMILES string, predict its toxicity properties. Task type varies by dataset: regression for continuous values (e.g., LD50, hERG inhibition percentage) or binary classification for toxic/non-toxic outcomes (e.g., AMES mutagenicity, cardiotoxicity, hepatotoxicity). Dataset: ames. The molecule is CCCOC(C(=O)OC1CCN(C)CC1)(c1ccccc1)c1ccccc1. The result is 0 (non-mutagenic).